From a dataset of Forward reaction prediction with 1.9M reactions from USPTO patents (1976-2016). Predict the product of the given reaction. Given the reactants [OH:1][C@H:2]1[CH2:7][CH2:6][C@H:5]([CH2:8][C:9]([O:11][CH3:12])=[O:10])[CH2:4][CH2:3]1.CCN(C(C)C)C(C)C.[Si](Cl)(C)(C)C.O=[C:28]1[CH2:32][CH2:31][N:30]([C:33]([O:35][CH2:36][C:37]2[CH:42]=[CH:41][CH:40]=[CH:39][CH:38]=2)=[O:34])[CH2:29]1.C([SiH](CC)CC)C.[Si](OS(C(F)(F)F)(=O)=O)(C)(C)C.CC#N.C(=O)=O, predict the reaction product. The product is: [CH3:12][O:11][C:9](=[O:10])[CH2:8][C@H:5]1[CH2:4][CH2:3][C@H:2]([O:1][C@@H:32]2[CH2:28][CH2:29][N:30]([C:33]([O:35][CH2:36][C:37]3[CH:42]=[CH:41][CH:40]=[CH:39][CH:38]=3)=[O:34])[CH2:31]2)[CH2:7][CH2:6]1.